Predict the product of the given reaction. From a dataset of Forward reaction prediction with 1.9M reactions from USPTO patents (1976-2016). (1) Given the reactants C[O:2][C:3]([C:5]1[CH:6]=[C:7]2[C:11](=[CH:12][CH:13]=1)[N:10]([CH2:14][C:15]1[CH:20]=[C:19]([Cl:21])[CH:18]=[CH:17][C:16]=1[O:22][CH2:23][CH:24]([CH2:27][CH3:28])[CH2:25][CH3:26])[CH:9]=[CH:8]2)=[O:4].[Li+].[OH-].O, predict the reaction product. The product is: [Cl:21][C:19]1[CH:18]=[CH:17][C:16]([O:22][CH2:23][CH:24]([CH2:27][CH3:28])[CH2:25][CH3:26])=[C:15]([CH:20]=1)[CH2:14][N:10]1[C:11]2[C:7](=[CH:6][C:5]([C:3]([OH:4])=[O:2])=[CH:13][CH:12]=2)[CH:8]=[CH:9]1. (2) Given the reactants [Cl:1][C:2]1[N:10]=[CH:9][C:8]([Cl:11])=[CH:7][C:3]=1[C:4]([OH:6])=[O:5].[C:12](Cl)(=O)C(Cl)=O.CO, predict the reaction product. The product is: [Cl:1][C:2]1[N:10]=[CH:9][C:8]([Cl:11])=[CH:7][C:3]=1[C:4]([O:6][CH3:12])=[O:5]. (3) Given the reactants FC(F)(F)C(O)=O.[CH2:8]([C:15]1[CH:19]=[C:18]([CH:20]2[CH2:27][CH:26]3[CH:22]([CH2:23][N:24](C(OC(C)(C)C)=O)[CH2:25]3)[CH2:21]2)[N:17]([CH2:35][CH3:36])[N:16]=1)[C:9]1[CH:14]=[CH:13][CH:12]=[CH:11][CH:10]=1, predict the reaction product. The product is: [CH2:8]([C:15]1[CH:19]=[C:18]([CH:20]2[CH2:27][CH:26]3[CH:22]([CH2:23][NH:24][CH2:25]3)[CH2:21]2)[N:17]([CH2:35][CH3:36])[N:16]=1)[C:9]1[CH:14]=[CH:13][CH:12]=[CH:11][CH:10]=1.